From a dataset of Catalyst prediction with 721,799 reactions and 888 catalyst types from USPTO. Predict which catalyst facilitates the given reaction. (1) Reactant: [O:1]1[C:5]2[CH:6]=[CH:7][C:8]([C:10]3[S:11][CH:12]=[C:13]([C:15](Cl)=[O:16])[N:14]=3)=[CH:9][C:4]=2[CH2:3][CH2:2]1.[CH:18]([S:21][C:22]1[N:26]=[C:25]([NH2:27])[NH:24][N:23]=1)([CH3:20])[CH3:19]. Product: [O:1]1[C:5]2[CH:6]=[CH:7][C:8]([C:10]3[S:11][CH:12]=[C:13]([C:15]([NH:27][C:25]4[NH:24][N:23]=[C:22]([S:21][CH:18]([CH3:20])[CH3:19])[N:26]=4)=[O:16])[N:14]=3)=[CH:9][C:4]=2[CH2:3][CH2:2]1. The catalyst class is: 17. (2) Reactant: [CH2:1]([OH:6])[CH2:2][CH2:3][CH2:4][OH:5].[N+:7]([C:10]1[CH:18]=[CH:17][C:13]([C:14](Cl)=[O:15])=[CH:12][CH:11]=1)([O-:9])=[O:8].C(N(CC)CC)C. Product: [N+:7]([C:10]1[CH:11]=[CH:12][C:13]([C:14]([O:5][CH2:4][CH2:3][CH2:2][CH2:1][OH:6])=[O:15])=[CH:17][CH:18]=1)([O-:9])=[O:8]. The catalyst class is: 161. (3) Reactant: C[O:2][C:3]([C:5]1[CH:6]=[N:7][N:8]([C:13]2[CH:22]=[CH:21][CH:20]=[C:19]3[C:14]=2[CH:15]=[CH:16][CH:17]=[N:18]3)[C:9]=1[CH:10]1[CH2:12][CH2:11]1)=[O:4].[OH-].[Na+]. Product: [CH:10]1([C:9]2[N:8]([C:13]3[CH:22]=[CH:21][CH:20]=[C:19]4[C:14]=3[CH:15]=[CH:16][CH:17]=[N:18]4)[N:7]=[CH:6][C:5]=2[C:3]([OH:4])=[O:2])[CH2:11][CH2:12]1. The catalyst class is: 6. (4) Product: [N:25]1([CH2:24][CH2:23][NH:22][C:20]([C:16]2[C:17]3[C:12](=[CH:11][C:10]([O:9][C:3]4[CH:8]=[CH:7][N:6]=[CH:5][CH:4]=4)=[CH:19][CH:18]=3)[CH:13]=[CH:14][CH:15]=2)=[O:21])[CH2:30][CH2:29][O:28][CH2:27][CH2:26]1. Reactant: Cl.Br[C:3]1[CH:8]=[CH:7][N:6]=[CH:5][CH:4]=1.[OH:9][C:10]1[CH:11]=[C:12]2[C:17](=[CH:18][CH:19]=1)[C:16]([C:20]([NH:22][CH2:23][CH2:24][N:25]1[CH2:30][CH2:29][O:28][CH2:27][CH2:26]1)=[O:21])=[CH:15][CH:14]=[CH:13]2.C([O-])([O-])=O.[Cs+].[Cs+]. The catalyst class is: 44. (5) Product: [C:1]([O:5][C:6]([N:8]1[CH2:11][CH:10]([O:12][C:13]2[CH:18]=[C:17]([Cl:19])[CH:16]=[CH:15][C:14]=2[O:20][CH:21]2[CH2:29][C:28]3[C:23](=[CH:24][CH:25]=[CH:26][CH:27]=3)[C:22]2=[N:32][OH:33])[CH2:9]1)=[O:7])([CH3:4])([CH3:3])[CH3:2]. The catalyst class is: 5. Reactant: [C:1]([O:5][C:6]([N:8]1[CH2:11][CH:10]([O:12][C:13]2[CH:18]=[C:17]([Cl:19])[CH:16]=[CH:15][C:14]=2[O:20][CH:21]2[CH2:29][C:28]3[C:23](=[CH:24][C:25](F)=[CH:26][CH:27]=3)[C:22]2=O)[CH2:9]1)=[O:7])([CH3:4])([CH3:3])[CH3:2].[NH2:32][OH:33].Cl.C([O-])([O-])=O.[K+].[K+].